Dataset: NCI-60 drug combinations with 297,098 pairs across 59 cell lines. Task: Regression. Given two drug SMILES strings and cell line genomic features, predict the synergy score measuring deviation from expected non-interaction effect. (1) Synergy scores: CSS=55.2, Synergy_ZIP=-4.65, Synergy_Bliss=-0.909, Synergy_Loewe=-1.08, Synergy_HSA=2.20. Drug 1: COC1=CC(=CC(=C1O)OC)C2C3C(COC3=O)C(C4=CC5=C(C=C24)OCO5)OC6C(C(C7C(O6)COC(O7)C8=CC=CS8)O)O. Drug 2: C1CCC(C(C1)N)N.C(=O)(C(=O)[O-])[O-].[Pt+4]. Cell line: 786-0. (2) Cell line: SR. Drug 2: COC1=NC(=NC2=C1N=CN2C3C(C(C(O3)CO)O)O)N. Synergy scores: CSS=74.2, Synergy_ZIP=15.8, Synergy_Bliss=15.4, Synergy_Loewe=-7.63, Synergy_HSA=14.2. Drug 1: C1=C(C(=O)NC(=O)N1)N(CCCl)CCCl. (3) Drug 1: C1=CC(=CC=C1CCC2=CNC3=C2C(=O)NC(=N3)N)C(=O)NC(CCC(=O)O)C(=O)O. Drug 2: C1=NNC2=C1C(=O)NC=N2. Cell line: HCT116. Synergy scores: CSS=36.9, Synergy_ZIP=1.39, Synergy_Bliss=-1.28, Synergy_Loewe=-4.54, Synergy_HSA=-0.816. (4) Drug 1: C#CCC(CC1=CN=C2C(=N1)C(=NC(=N2)N)N)C3=CC=C(C=C3)C(=O)NC(CCC(=O)O)C(=O)O. Drug 2: C(CCl)NC(=O)N(CCCl)N=O. Cell line: NCI-H460. Synergy scores: CSS=-1.49, Synergy_ZIP=-1.23, Synergy_Bliss=-4.72, Synergy_Loewe=-5.12, Synergy_HSA=-5.28. (5) Drug 1: C1=NC2=C(N1)C(=S)N=C(N2)N. Drug 2: CC1=CC=C(C=C1)C2=CC(=NN2C3=CC=C(C=C3)S(=O)(=O)N)C(F)(F)F. Cell line: ACHN. Synergy scores: CSS=51.8, Synergy_ZIP=-2.40, Synergy_Bliss=-3.06, Synergy_Loewe=-19.8, Synergy_HSA=-1.25.